This data is from Catalyst prediction with 721,799 reactions and 888 catalyst types from USPTO. The task is: Predict which catalyst facilitates the given reaction. Reactant: [CH2:1]([N:8]1[CH2:12][CH2:11][C@@H:10](O)[CH2:9]1)[C:2]1[CH:7]=[CH:6][CH:5]=[CH:4][CH:3]=1.S(C1C=CC(C)=CC=1)([O-])(=O)=O.C1COCC1.[F-:30]. Product: [CH2:1]([N:8]1[CH2:12][CH2:11][C@H:10]([F:30])[CH2:9]1)[C:2]1[CH:7]=[CH:6][CH:5]=[CH:4][CH:3]=1. The catalyst class is: 6.